From a dataset of Catalyst prediction with 721,799 reactions and 888 catalyst types from USPTO. Predict which catalyst facilitates the given reaction. (1) Reactant: [N:1]1[CH:6]=[CH:5][CH:4]=[CH:3][C:2]=1[C:7]1[CH:15]=[CH:14][C:10]([C:11]([OH:13])=O)=[CH:9][CH:8]=1.CCN=C=NCCCN(C)C.C1C=CC2N(O)N=NC=2C=1.CCN(CC)CC.[NH2:44][CH2:45][CH:46]([OH:58])[CH2:47][N:48]1[CH2:57][CH2:56][C:55]2[C:50](=[CH:51][CH:52]=[CH:53][CH:54]=2)[CH2:49]1. Product: [CH2:49]1[C:50]2[C:55](=[CH:54][CH:53]=[CH:52][CH:51]=2)[CH2:56][CH2:57][N:48]1[CH2:47][CH:46]([OH:58])[CH2:45][NH:44][C:11](=[O:13])[C:10]1[CH:9]=[CH:8][C:7]([C:2]2[CH:3]=[CH:4][CH:5]=[CH:6][N:1]=2)=[CH:15][CH:14]=1. The catalyst class is: 2. (2) Reactant: [CH3:1][O:2][C:3]1[CH:8]=[CH:7][CH:6]=[CH:5][C:4]=1[C:9]1[N:17]2[C:12]([CH:13]=[N:14][C:15]([C:18]#N)=[N:16]2)=[CH:11][CH:10]=1.[OH-:20].[Na+].Cl.[OH2:23]. Product: [CH3:1][O:2][C:3]1[CH:8]=[CH:7][CH:6]=[CH:5][C:4]=1[C:9]1[N:17]2[C:12]([CH:13]=[N:14][C:15]([C:18]([OH:23])=[O:20])=[N:16]2)=[CH:11][CH:10]=1. The catalyst class is: 8. (3) Product: [CH:1]([O:4][C:5]([N:7]1[CH2:12][CH2:11][CH:10]([O:13][C:14]2[C:19]([O:20][CH3:21])=[C:18]([NH:30][C:29]3[C:24]([CH3:23])=[N:25][C:26]([S:31][CH2:32][CH2:33][CH3:34])=[CH:27][CH:28]=3)[N:17]=[CH:16][N:15]=2)[CH2:9][CH2:8]1)=[O:6])([CH3:3])[CH3:2]. The catalyst class is: 160. Reactant: [CH:1]([O:4][C:5]([N:7]1[CH2:12][CH2:11][CH:10]([O:13][C:14]2[C:19]([O:20][CH3:21])=[C:18](Cl)[N:17]=[CH:16][N:15]=2)[CH2:9][CH2:8]1)=[O:6])([CH3:3])[CH3:2].[CH3:23][C:24]1[C:29]([NH2:30])=[CH:28][CH:27]=[C:26]([S:31][CH2:32][CH2:33][CH3:34])[N:25]=1.C(N1CCN2CCN(CC(C)C)P1N(CC(C)C)CC2)C(C)C.CC([O-])(C)C.[Na+]. (4) Reactant: [F:1][C:2]1([F:10])[CH2:6][O:5][C@@:4]([CH2:8][OH:9])([CH3:7])[CH2:3]1.CC(C)=[O:13].OS(O)(=O)=O.O=[Cr](=O)=O. Product: [F:1][C:2]1([F:10])[CH2:6][O:5][C@:4]([CH3:7])([C:8]([OH:13])=[O:9])[CH2:3]1. The catalyst class is: 692. (5) Product: [CH3:19][S:20]([O:11][CH2:10][CH2:9][C:3]1[C:4]([F:8])=[CH:5][CH:6]=[CH:7][C:2]=1[Cl:1])(=[O:22])=[O:21]. Reactant: [Cl:1][C:2]1[CH:7]=[CH:6][CH:5]=[C:4]([F:8])[C:3]=1[CH2:9][CH2:10][OH:11].C(N(CC)CC)C.[CH3:19][S:20](Cl)(=[O:22])=[O:21].O. The catalyst class is: 4. (6) Reactant: Cl[C:2]1[CH:9]=[CH:8][C:5]([C:6]#[N:7])=[CH:4][C:3]=1[N+:10]([O-:12])=[O:11].[CH:13]1([NH2:19])[CH2:18][CH2:17][CH2:16][CH2:15][CH2:14]1.C(N(CC)CC)C. Product: [CH:13]1([NH:19][C:2]2[CH:9]=[CH:8][C:5]([C:6]#[N:7])=[CH:4][C:3]=2[N+:10]([O-:12])=[O:11])[CH2:18][CH2:17][CH2:16][CH2:15][CH2:14]1. The catalyst class is: 10.